From a dataset of Full USPTO retrosynthesis dataset with 1.9M reactions from patents (1976-2016). Predict the reactants needed to synthesize the given product. (1) Given the product [Br:25][C:23]1[CH:22]=[CH:21][C:20]([O:26][C:2]2[C:11]3[C:6](=[CH:7][C:8]([O:14][CH3:15])=[C:9]([O:12][CH3:13])[CH:10]=3)[N:5]=[CH:4][CH:3]=2)=[C:19]([C:17](=[O:18])[CH3:16])[CH:24]=1, predict the reactants needed to synthesize it. The reactants are: Cl[C:2]1[C:11]2[C:6](=[CH:7][C:8]([O:14][CH3:15])=[C:9]([O:12][CH3:13])[CH:10]=2)[N:5]=[CH:4][CH:3]=1.[CH3:16][C:17]([C:19]1[CH:24]=[C:23]([Br:25])[CH:22]=[CH:21][C:20]=1[OH:26])=[O:18]. (2) Given the product [F:1][C:2]1[CH:3]=[C:4]([O:9][CH2:19][CH2:18][O:17][CH3:16])[CH:5]=[CH:6][C:7]=1[F:8], predict the reactants needed to synthesize it. The reactants are: [F:1][C:2]1[CH:3]=[C:4]([OH:9])[CH:5]=[CH:6][C:7]=1[F:8].C(=O)([O-])[O-].[Cs+].[Cs+].[CH3:16][O:17][CH2:18][CH2:19]Br.O. (3) Given the product [CH3:1][O:2][C:3]1[CH:12]=[CH:11][C:6]([CH2:7][OH:8])=[C:5]([CH3:13])[CH:4]=1, predict the reactants needed to synthesize it. The reactants are: [CH3:1][O:2][C:3]1[CH:12]=[CH:11][C:6]([C:7](OC)=[O:8])=[C:5]([CH3:13])[CH:4]=1.[H-].[H-].[H-].[H-].[Li+].[Al+3]. (4) Given the product [F:12][C:13]1[CH:14]=[C:15]([NH:16][C:2]2[CH:7]=[CH:6][CH:5]=[CH:4][C:3]=2[CH2:8][C:9]([OH:11])=[O:10])[CH:17]=[CH:18][C:19]=1[CH3:20], predict the reactants needed to synthesize it. The reactants are: Br[C:2]1[CH:7]=[CH:6][CH:5]=[CH:4][C:3]=1[CH2:8][C:9]([OH:11])=[O:10].[F:12][C:13]1[CH:14]=[C:15]([CH:17]=[CH:18][C:19]=1[CH3:20])[NH2:16]. (5) Given the product [CH3:29][C@@H:15]1[N:16]([C:19]([O:21][CH2:22][C:23]2[CH:28]=[CH:27][CH:26]=[CH:25][CH:24]=2)=[O:20])[CH2:17][CH2:18][C@@:13]2([NH:12][C:10](=[O:11])[CH:9]([C:8]([O:7][CH2:5][CH3:6])=[O:34])[C:30]2=[O:31])[CH2:14]1, predict the reactants needed to synthesize it. The reactants are: [O-]CC.[Na+].[CH2:5]([O:7][C:8](=[O:34])[CH2:9][C:10]([NH:12][C@:13]1([C:30](OC)=[O:31])[CH2:18][CH2:17][N:16]([C:19]([O:21][CH2:22][C:23]2[CH:28]=[CH:27][CH:26]=[CH:25][CH:24]=2)=[O:20])[C@@H:15]([CH3:29])[CH2:14]1)=[O:11])[CH3:6]. (6) Given the product [C:1]([C:5]1[CH:10]=[CH:9][CH:8]=[CH:7][C:6]=1[N:11]1[CH2:16][CH2:15][N:14]([C:17]([C:19]2[CH:24]=[CH:23][C:22]([S:28][CH2:27][C:26]([O:30][CH2:31][CH3:32])=[O:29])=[N:21][CH:20]=2)=[O:18])[CH2:13][CH2:12]1)([CH3:4])([CH3:3])[CH3:2], predict the reactants needed to synthesize it. The reactants are: [C:1]([C:5]1[CH:10]=[CH:9][CH:8]=[CH:7][C:6]=1[N:11]1[CH2:16][CH2:15][N:14]([C:17]([C:19]2[CH:20]=[N:21][C:22](Cl)=[CH:23][CH:24]=2)=[O:18])[CH2:13][CH2:12]1)([CH3:4])([CH3:3])[CH3:2].[C:26]([O:30][CH2:31][CH3:32])(=[O:29])[CH2:27][SH:28].C(=O)([O-])[O-].[K+].[K+].CN(C)C=O. (7) Given the product [F:30][C:11]1[C:12]([CH3:29])=[C:13]([O:16][C@H:17]2[CH2:22][CH2:21][CH2:20][CH2:19][C@@H:18]2[C:23]2[N:27]([CH3:28])[N:26]=[CH:25][CH:24]=2)[CH:14]=[CH:15][C:10]=1[S:7]([NH:6][C:31]1[CH:36]=[CH:35][N:34]=[CH:33][N:32]=1)(=[O:8])=[O:9], predict the reactants needed to synthesize it. The reactants are: COC1C=C(OC)C=CC=1C[N:6]([C:31]1[CH:36]=[CH:35][N:34]=[CH:33][N:32]=1)[S:7]([C:10]1[CH:15]=[CH:14][C:13]([O:16][C@H:17]2[CH2:22][CH2:21][CH2:20][CH2:19][C@@H:18]2[C:23]2[N:27]([CH3:28])[N:26]=[CH:25][CH:24]=2)=[C:12]([CH3:29])[C:11]=1[F:30])(=[O:9])=[O:8].C([SiH](CC)CC)C.FC(F)(F)C(O)=O. (8) Given the product [CH3:29][N:30]([CH3:36])[C@@H:31]1[CH2:35][CH2:34][N:33]([C:26]([C@H:24]2[CH2:23][CH2:22][C:21]3[C:14]4[C:13]([NH:12][C:4]5[CH:5]=[C:6]6[CH:11]=[N:10][NH:9][C:7]6=[N:8][C:3]=5[O:2][CH3:1])=[N:18][CH:17]=[N:16][C:15]=4[S:19][C:20]=3[CH2:25]2)=[O:27])[CH2:32]1, predict the reactants needed to synthesize it. The reactants are: [CH3:1][O:2][C:3]1[N:8]=[C:7]2[NH:9][N:10]=[CH:11][C:6]2=[CH:5][C:4]=1[NH:12][C:13]1[C:14]2[C:21]3[CH2:22][CH2:23][C@H:24]([C:26](O)=[O:27])[CH2:25][C:20]=3[S:19][C:15]=2[N:16]=[CH:17][N:18]=1.[CH3:29][N:30]([CH3:36])[C@@H:31]1[CH2:35][CH2:34][NH:33][CH2:32]1. (9) Given the product [CH3:6][C:2]1[C:20]([C:18]([O:17][CH3:16])=[O:19])=[CH:5][S:4][CH:3]=1, predict the reactants needed to synthesize it. The reactants are: Br[C:2]1[C:6](C)=[CH:5][S:4][CH:3]=1.C(N(CC)CC)C.C[CH2:16][O:17][C:18]([CH3:20])=[O:19].